From a dataset of Catalyst prediction with 721,799 reactions and 888 catalyst types from USPTO. Predict which catalyst facilitates the given reaction. (1) Reactant: [CH3:1][S:2](Cl)(=[O:4])=[O:3].[NH:6]1[CH2:9][CH:8]([C:10]2[CH:15]=[CH:14][C:13]([N:16]([CH3:27])[C:17]3[N:22]=[CH:21][C:20]4[N:23]=[CH:24][N:25]([CH3:26])[C:19]=4[CH:18]=3)=[C:12]([F:28])[CH:11]=2)[CH2:7]1.C(N(CC)CC)C. Product: [F:28][C:12]1[CH:11]=[C:10]([CH:8]2[CH2:9][N:6]([S:2]([CH3:1])(=[O:4])=[O:3])[CH2:7]2)[CH:15]=[CH:14][C:13]=1[N:16]([CH3:27])[C:17]1[N:22]=[CH:21][C:20]2[N:23]=[CH:24][N:25]([CH3:26])[C:19]=2[CH:18]=1. The catalyst class is: 2. (2) Reactant: [F:1][C:2]([F:7])([F:6])[C:3]([OH:5])=[O:4].[F:8][C:9]1[CH:14]=[CH:13][C:12]([F:15])=[CH:11][C:10]=1[C:16]1[CH2:20][N:19](C(OC(C)(C)C)=O)[CH:18]([C:28]2[CH:33]=[CH:32][CH:31]=[CH:30][CH:29]=2)[CH:17]=1. Product: [F:8][C:9]1[CH:14]=[CH:13][C:12]([F:15])=[CH:11][C:10]=1[C:16]1[CH2:20][NH:19][CH:18]([C:28]2[CH:33]=[CH:32][CH:31]=[CH:30][CH:29]=2)[CH:17]=1.[C:3]([OH:5])([C:2]([F:7])([F:6])[F:1])=[O:4]. The catalyst class is: 4. (3) Reactant: [CH:1]1([N:4]([CH2:30][C:31]2[CH:36]=[C:35]([CH2:37][CH2:38][CH2:39][O:40][CH3:41])[CH:34]=[C:33]([O:42][CH2:43][CH2:44][O:45][CH3:46])[CH:32]=2)[C:5]([C@H:7]2[C@H:12]([C:13]3[C:18]([CH3:19])=[C:17]([CH3:20])[N:16]([CH3:21])[C:15](=[O:22])[CH:14]=3)[CH2:11][CH2:10][N:9](C(OC(C)(C)C)=O)[CH2:8]2)=[O:6])[CH2:3][CH2:2]1.Cl. Product: [CH:1]1([N:4]([CH2:30][C:31]2[CH:36]=[C:35]([CH2:37][CH2:38][CH2:39][O:40][CH3:41])[CH:34]=[C:33]([O:42][CH2:43][CH2:44][O:45][CH3:46])[CH:32]=2)[C:5]([C@H:7]2[C@H:12]([C:13]3[C:18]([CH3:19])=[C:17]([CH3:20])[N:16]([CH3:21])[C:15](=[O:22])[CH:14]=3)[CH2:11][CH2:10][NH:9][CH2:8]2)=[O:6])[CH2:2][CH2:3]1. The catalyst class is: 2. (4) Reactant: Cl[C:2]1[C:3]2[C:4](=[CH:13][N:14](CC3C=CC(OC)=CC=3)[N:15]=2)[N:5]=[C:6]([C:8]2[S:9][CH:10]=[CH:11][CH:12]=2)[N:7]=1.[NH2:25][C:26]1[CH:27]=[C:28]([S:32]([NH:35][CH3:36])(=[O:34])=[O:33])[CH:29]=[CH:30][CH:31]=1.Cl. Product: [CH3:36][NH:35][S:32]([C:28]1[CH:29]=[CH:30][CH:31]=[C:26]([NH:25][C:2]2[C:3]3[NH:15][N:14]=[CH:13][C:4]=3[N:5]=[C:6]([C:8]3[S:9][CH:10]=[CH:11][CH:12]=3)[N:7]=2)[CH:27]=1)(=[O:33])=[O:34]. The catalyst class is: 71. (5) Reactant: [C:1]([Si:5]([CH3:15])([CH3:14])[O:6][CH:7]1[CH2:12][CH2:11][C:10](=O)[CH2:9][CH2:8]1)([CH3:4])([CH3:3])[CH3:2].[CH3:16][C:17]([S:20]([NH2:22])=[O:21])([CH3:19])[CH3:18].C([O-])(O)=O.[Na+]. Product: [C:1]([Si:5]([CH3:15])([CH3:14])[O:6][CH:7]1[CH2:12][CH2:11][C:10](=[N:22][S:20]([C:17]([CH3:19])([CH3:18])[CH3:16])=[O:21])[CH2:9][CH2:8]1)([CH3:4])([CH3:3])[CH3:2]. The catalyst class is: 1.